From a dataset of NCI-60 drug combinations with 297,098 pairs across 59 cell lines. Regression. Given two drug SMILES strings and cell line genomic features, predict the synergy score measuring deviation from expected non-interaction effect. (1) Drug 2: CN1C2=C(C=C(C=C2)N(CCCl)CCCl)N=C1CCCC(=O)O.Cl. Synergy scores: CSS=38.6, Synergy_ZIP=-1.71, Synergy_Bliss=-0.522, Synergy_Loewe=-39.4, Synergy_HSA=-4.23. Cell line: HCT-15. Drug 1: CC1=C(N=C(N=C1N)C(CC(=O)N)NCC(C(=O)N)N)C(=O)NC(C(C2=CN=CN2)OC3C(C(C(C(O3)CO)O)O)OC4C(C(C(C(O4)CO)O)OC(=O)N)O)C(=O)NC(C)C(C(C)C(=O)NC(C(C)O)C(=O)NCCC5=NC(=CS5)C6=NC(=CS6)C(=O)NCCC[S+](C)C)O. (2) Drug 1: CC1=C(C=C(C=C1)NC(=O)C2=CC=C(C=C2)CN3CCN(CC3)C)NC4=NC=CC(=N4)C5=CN=CC=C5. Drug 2: CCC1(CC2CC(C3=C(CCN(C2)C1)C4=CC=CC=C4N3)(C5=C(C=C6C(=C5)C78CCN9C7C(C=CC9)(C(C(C8N6C)(C(=O)OC)O)OC(=O)C)CC)OC)C(=O)OC)O.OS(=O)(=O)O. Cell line: PC-3. Synergy scores: CSS=1.95, Synergy_ZIP=-0.580, Synergy_Bliss=1.88, Synergy_Loewe=0.904, Synergy_HSA=0.955. (3) Drug 1: CC1=CC=C(C=C1)C2=CC(=NN2C3=CC=C(C=C3)S(=O)(=O)N)C(F)(F)F. Drug 2: C(CC(=O)O)C(=O)CN.Cl. Cell line: COLO 205. Synergy scores: CSS=4.10, Synergy_ZIP=-0.138, Synergy_Bliss=5.48, Synergy_Loewe=0.800, Synergy_HSA=-0.669. (4) Drug 1: CC1=C(C(CCC1)(C)C)C=CC(=CC=CC(=CC(=O)O)C)C. Drug 2: C1C(C(OC1N2C=NC(=NC2=O)N)CO)O. Cell line: SK-MEL-28. Synergy scores: CSS=-3.92, Synergy_ZIP=1.29, Synergy_Bliss=-1.26, Synergy_Loewe=-3.00, Synergy_HSA=-3.79. (5) Drug 1: CC1=C(C(CCC1)(C)C)C=CC(=CC=CC(=CC(=O)O)C)C. Drug 2: C1CN(CCN1C(=O)CCBr)C(=O)CCBr. Cell line: SF-268. Synergy scores: CSS=17.5, Synergy_ZIP=-4.10, Synergy_Bliss=1.32, Synergy_Loewe=-4.81, Synergy_HSA=1.10. (6) Drug 1: CC1=C(C(CCC1)(C)C)C=CC(=CC=CC(=CC(=O)O)C)C. Drug 2: CCCCC(=O)OCC(=O)C1(CC(C2=C(C1)C(=C3C(=C2O)C(=O)C4=C(C3=O)C=CC=C4OC)O)OC5CC(C(C(O5)C)O)NC(=O)C(F)(F)F)O. Cell line: T-47D. Synergy scores: CSS=47.7, Synergy_ZIP=1.77, Synergy_Bliss=1.75, Synergy_Loewe=-11.4, Synergy_HSA=1.54. (7) Drug 1: C1CC(=O)NC(=O)C1N2CC3=C(C2=O)C=CC=C3N. Drug 2: CC1=CC=C(C=C1)C2=CC(=NN2C3=CC=C(C=C3)S(=O)(=O)N)C(F)(F)F. Cell line: M14. Synergy scores: CSS=0.578, Synergy_ZIP=0.731, Synergy_Bliss=0.348, Synergy_Loewe=0.212, Synergy_HSA=-0.435.